From a dataset of Catalyst prediction with 721,799 reactions and 888 catalyst types from USPTO. Predict which catalyst facilitates the given reaction. (1) Reactant: [F:1][C:2]1[CH:3]=[C:4]([N+:14]([O-])=O)[CH:5]=[CH:6][C:7]=1[N:8]1[CH2:13][CH2:12][O:11][CH2:10][CH2:9]1.C([O-])=O.[NH4+]. Product: [F:1][C:2]1[CH:3]=[C:4]([CH:5]=[CH:6][C:7]=1[N:8]1[CH2:13][CH2:12][O:11][CH2:10][CH2:9]1)[NH2:14]. The catalyst class is: 78. (2) Reactant: [C:1]([C:5]1[CH:10]=[CH:9][C:8]([S:11]([NH:14][C:15]2[CH:16]=[C:17]3[C:21](=[CH:22][CH:23]=2)[NH:20][C:19]([C:24]([OH:26])=O)=[C:18]3[C:27]2[CH:28]=[N:29][CH:30]=[CH:31][CH:32]=2)(=[O:13])=[O:12])=[CH:7][CH:6]=1)([CH3:4])([CH3:3])[CH3:2].[CH3:33][N:34]([CH3:38])[CH2:35][CH2:36][NH2:37]. Product: [CH3:33][N:34]([CH3:38])[CH2:35][CH2:36][NH:37][C:24]([C:19]1[NH:20][C:21]2[C:17]([C:18]=1[C:27]1[CH:28]=[N:29][CH:30]=[CH:31][CH:32]=1)=[CH:16][C:15]([NH:14][S:11]([C:8]1[CH:7]=[CH:6][C:5]([C:1]([CH3:4])([CH3:2])[CH3:3])=[CH:10][CH:9]=1)(=[O:12])=[O:13])=[CH:23][CH:22]=2)=[O:26]. The catalyst class is: 98. (3) Reactant: [CH3:1][O:2][C:3]1[CH:4]=[C:5]([CH2:13][CH2:14][C:15](Cl)=[O:16])[CH:6]=[CH:7][C:8]=1[O:9][CH2:10][C:11]#[CH:12].[CH3:18][C:19]1[CH:26]=[CH:25][C:22]([CH2:23][NH2:24])=[CH:21][CH:20]=1.C(N(CC)CC)C.O1CCCC1. Product: [CH3:18][C:19]1[CH:26]=[CH:25][C:22]([CH2:23][NH:24][C:15](=[O:16])[CH2:14][CH2:13][C:5]2[CH:6]=[CH:7][C:8]([O:9][CH2:10][C:11]#[CH:12])=[C:3]([O:2][CH3:1])[CH:4]=2)=[CH:21][CH:20]=1. The catalyst class is: 6. (4) Reactant: Br[C:2]1[CH:3]=[N:4][N:5]([CH3:23])[C:6]=1[CH2:7][N:8]1[CH2:12][CH:11]([C:13]2[CH:18]=[C:17]([F:19])[CH:16]=[C:15]([F:20])[C:14]=2[F:21])[CH2:10][C:9]1=[O:22]. Product: [CH3:23][N:5]1[C:6]([CH2:7][N:8]2[CH2:12][CH:11]([C:13]3[CH:18]=[C:17]([F:19])[CH:16]=[C:15]([F:20])[C:14]=3[F:21])[CH2:10][C:9]2=[O:22])=[CH:2][CH:3]=[N:4]1. The catalyst class is: 19. (5) Reactant: Cl.[CH3:2][N:3]1[CH:7]=[CH:6][N:5]=[C:4]1[CH2:8][N:9]1[C:14]2[CH:15]=[C:16]([C:18]3[CH:23]=[CH:22][CH:21]=[CH:20][CH:19]=3)[S:17][C:13]=2[C:12](=[O:24])[N:11]([CH:25]2[CH2:30][CH2:29][NH:28][CH2:27][CH2:26]2)[C:10]1=[O:31].[CH2:32]([O:34][C:35]1[C:44]([O:45][CH3:46])=[CH:43][C:42]2[C:41]([C:47]3[CH:55]=[CH:54][C:50]([C:51](O)=[O:52])=[CH:49][CH:48]=3)=[N:40][C@@H:39]3[CH2:56][CH2:57][S:58][CH2:59][C@@H:38]3[C:37]=2[CH:36]=1)[CH3:33].CN(C(ON1N=NC2C=CC=NC1=2)=[N+](C)C)C.F[P-](F)(F)(F)(F)F.CCN(C(C)C)C(C)C. Product: [CH2:32]([O:34][C:35]1[C:44]([O:45][CH3:46])=[CH:43][C:42]2[C:41]([C:47]3[CH:48]=[CH:49][C:50]([C:51]([N:28]4[CH2:29][CH2:30][CH:25]([N:11]5[C:12](=[O:24])[C:13]6[S:17][C:16]([C:18]7[CH:19]=[CH:20][CH:21]=[CH:22][CH:23]=7)=[CH:15][C:14]=6[N:9]([CH2:8][C:4]6[N:3]([CH3:2])[CH:7]=[CH:6][N:5]=6)[C:10]5=[O:31])[CH2:26][CH2:27]4)=[O:52])=[CH:54][CH:55]=3)=[N:40][C@@H:39]3[CH2:56][CH2:57][S:58][CH2:59][C@@H:38]3[C:37]=2[CH:36]=1)[CH3:33]. The catalyst class is: 2. (6) Reactant: CC(C)([O-])C.[K+].[F:7][C:8]1[CH:31]=[CH:30][CH:29]=[C:28]([F:32])[C:9]=1[CH2:10][O:11][C:12]1[C:13]2[N:14]([C:19]([C:23]3[CH:24]=[N:25][NH:26][CH:27]=3)=[C:20]([CH3:22])[N:21]=2)[CH:15]=[C:16]([CH3:18])[CH:17]=1.Br[CH2:34][CH2:35][C:36]1[C:37]([CH3:42])=[N:38][NH:39][C:40]=1[CH3:41].[I-].[K+]. Product: [F:7][C:8]1[CH:31]=[CH:30][CH:29]=[C:28]([F:32])[C:9]=1[CH2:10][O:11][C:12]1[C:13]2[N:14]([C:19]([C:23]3[CH:27]=[N:26][N:25]([CH2:34][CH2:35][C:36]4[C:37]([CH3:42])=[N:38][NH:39][C:40]=4[CH3:41])[CH:24]=3)=[C:20]([CH3:22])[N:21]=2)[CH:15]=[C:16]([CH3:18])[CH:17]=1. The catalyst class is: 3.